The task is: Regression. Given two drug SMILES strings and cell line genomic features, predict the synergy score measuring deviation from expected non-interaction effect.. This data is from NCI-60 drug combinations with 297,098 pairs across 59 cell lines. (1) Drug 1: CN(C)N=NC1=C(NC=N1)C(=O)N. Drug 2: CC1CCC2CC(C(=CC=CC=CC(CC(C(=O)C(C(C(=CC(C(=O)CC(OC(=O)C3CCCCN3C(=O)C(=O)C1(O2)O)C(C)CC4CCC(C(C4)OC)O)C)C)O)OC)C)C)C)OC. Cell line: NCI-H226. Synergy scores: CSS=2.90, Synergy_ZIP=-2.15, Synergy_Bliss=-4.98, Synergy_Loewe=-58.9, Synergy_HSA=-6.78. (2) Drug 1: CC1=CC2C(CCC3(C2CCC3(C(=O)C)OC(=O)C)C)C4(C1=CC(=O)CC4)C. Drug 2: C1C(C(OC1N2C=NC3=C2NC=NCC3O)CO)O. Cell line: MDA-MB-435. Synergy scores: CSS=-4.85, Synergy_ZIP=2.88, Synergy_Bliss=-0.115, Synergy_Loewe=-4.62, Synergy_HSA=-5.22.